From a dataset of Forward reaction prediction with 1.9M reactions from USPTO patents (1976-2016). Predict the product of the given reaction. Given the reactants [Cl:1][C:2]1[C:7]([S:8]([N:11]2[CH2:17][C@H:16]3[O:18][C@H:13]([CH2:14][CH2:15]3)[CH2:12]2)(=[O:10])=[O:9])=[CH:6][C:5]([C:19]2[N:20]([C:40](Cl)=[O:41])[C:21]([C:33]3[CH:38]=[CH:37][C:36]([Cl:39])=[CH:35][CH:34]=3)([CH3:32])[C:22]([C:25]3[CH:30]=[CH:29][C:28]([Cl:31])=[CH:27][CH:26]=3)([CH3:24])[N:23]=2)=[C:4]([O:43][CH:44]([CH3:46])[CH3:45])[CH:3]=1.[CH3:47][S:48]([CH2:51][CH2:52][CH2:53][N:54]1[CH2:59][CH2:58][NH:57][CH2:56][CH2:55]1)(=[O:50])=[O:49], predict the reaction product. The product is: [Cl:1][C:2]1[C:7]([S:8]([N:11]2[CH2:17][C@H:16]3[O:18][C@H:13]([CH2:14][CH2:15]3)[CH2:12]2)(=[O:10])=[O:9])=[CH:6][C:5]([C:19]2[N:20]([C:40]([N:57]3[CH2:56][CH2:55][N:54]([CH2:53][CH2:52][CH2:51][S:48]([CH3:47])(=[O:49])=[O:50])[CH2:59][CH2:58]3)=[O:41])[C@@:21]([C:33]3[CH:34]=[CH:35][C:36]([Cl:39])=[CH:37][CH:38]=3)([CH3:32])[C@@:22]([C:25]3[CH:26]=[CH:27][C:28]([Cl:31])=[CH:29][CH:30]=3)([CH3:24])[N:23]=2)=[C:4]([O:43][CH:44]([CH3:46])[CH3:45])[CH:3]=1.